Dataset: Full USPTO retrosynthesis dataset with 1.9M reactions from patents (1976-2016). Task: Predict the reactants needed to synthesize the given product. Given the product [CH3:31][O:30][C:28](=[O:29])[NH:1][CH2:2][CH2:3][NH:4][C:5]1[N:14]=[C:13]([N:15]([C:17]2[CH:18]=[CH:19][C:20]([O:23][CH3:24])=[CH:21][CH:22]=2)[CH3:16])[C:12]2[C:7](=[CH:8][CH:9]=[C:10]([O:25][CH3:26])[CH:11]=2)[N:6]=1, predict the reactants needed to synthesize it. The reactants are: [NH2:1][CH2:2][CH2:3][NH:4][C:5]1[N:14]=[C:13]([N:15]([C:17]2[CH:22]=[CH:21][C:20]([O:23][CH3:24])=[CH:19][CH:18]=2)[CH3:16])[C:12]2[C:7](=[CH:8][CH:9]=[C:10]([O:25][CH3:26])[CH:11]=2)[N:6]=1.Cl[C:28]([O:30][CH3:31])=[O:29].C(N(CC)CC)C.